This data is from Catalyst prediction with 721,799 reactions and 888 catalyst types from USPTO. The task is: Predict which catalyst facilitates the given reaction. (1) Reactant: [CH3:1][O:2][C:3](=[O:15])[C:4]([CH2:12][C:13]#[N:14])([CH2:9][CH2:10][CH3:11])[C:5]([O:7]C)=[O:6].C(O)C(N)(CO)CO.[OH-].[Na+].S(=O)(=O)(O)O.O=[Si]=O. Product: [CH3:1][O:2][C:3](=[O:15])[C@:4]([CH2:12][C:13]#[N:14])([CH2:9][CH2:10][CH3:11])[C:5]([OH:7])=[O:6]. The catalyst class is: 54. (2) Reactant: [C:1]1([CH3:15])[CH:6]=[CH:5][CH:4]=[CH:3][C:2]=1[CH2:7][CH2:8][CH:9]=[CH:10][CH2:11][CH2:12][CH2:13][CH3:14]. Product: [C:1]1([CH3:15])[CH:6]=[CH:5][CH:4]=[CH:3][C:2]=1[CH2:7][CH2:8][CH2:9][CH2:10][CH2:11][CH2:12][CH2:13][CH3:14]. The catalyst class is: 153.